From a dataset of NCI-60 drug combinations with 297,098 pairs across 59 cell lines. Regression. Given two drug SMILES strings and cell line genomic features, predict the synergy score measuring deviation from expected non-interaction effect. (1) Drug 1: CC1=C2C(C(=O)C3(C(CC4C(C3C(C(C2(C)C)(CC1OC(=O)C(C(C5=CC=CC=C5)NC(=O)OC(C)(C)C)O)O)OC(=O)C6=CC=CC=C6)(CO4)OC(=O)C)OC)C)OC. Drug 2: C1C(C(OC1N2C=NC3=C2NC=NCC3O)CO)O. Cell line: SK-MEL-5. Synergy scores: CSS=36.6, Synergy_ZIP=5.76, Synergy_Bliss=6.02, Synergy_Loewe=-22.6, Synergy_HSA=4.13. (2) Drug 1: C1CCC(C1)C(CC#N)N2C=C(C=N2)C3=C4C=CNC4=NC=N3. Drug 2: CCC1(C2=C(COC1=O)C(=O)N3CC4=CC5=C(C=CC(=C5CN(C)C)O)N=C4C3=C2)O.Cl. Cell line: MCF7. Synergy scores: CSS=15.8, Synergy_ZIP=-5.32, Synergy_Bliss=3.56, Synergy_Loewe=-6.74, Synergy_HSA=1.28.